Binary Classification. Given a T-cell receptor sequence (or CDR3 region) and an epitope sequence, predict whether binding occurs between them. From a dataset of TCR-epitope binding with 47,182 pairs between 192 epitopes and 23,139 TCRs. (1) The epitope is VVYRGTTTY. The TCR CDR3 sequence is CASSPETIGSTTDTQYF. Result: 1 (the TCR binds to the epitope). (2) The epitope is YSEHPTFTSQY. The TCR CDR3 sequence is CASSQSRTGSYNEQFF. Result: 0 (the TCR does not bind to the epitope). (3) The TCR CDR3 sequence is CASSNKGFYEQYF. The epitope is LLQTGIHVRVSQPSL. Result: 0 (the TCR does not bind to the epitope). (4) The TCR CDR3 sequence is CASSFSSGPYEQYF. Result: 0 (the TCR does not bind to the epitope). The epitope is ALSKGVHFV. (5) The epitope is WICLLQFAY. The TCR CDR3 sequence is CASSLVGGGATDTQYF. Result: 1 (the TCR binds to the epitope).